From a dataset of Reaction yield outcomes from USPTO patents with 853,638 reactions. Predict the reaction yield, written as a fraction of the theoretical maximum amount of product (1.0 means a 100% yield; for example, 0.34 means a 34% yield). (1) The catalyst is CN(C=O)C.[Cl-].[Na+].O.C(OCC)(=O)C. The yield is 0.810. The reactants are [OH:1][C:2]1[C:7]([O:8][CH3:9])=[CH:6][CH:5]=[CH:4][C:3]=1[CH2:10][C:11]#[N:12].CS(O[CH2:18][CH:19]1[CH2:24][CH2:23][N:22]([C:25]([O:27][C:28]([CH3:31])([CH3:30])[CH3:29])=[O:26])[CH2:21][CH2:20]1)(=O)=O.C(=O)([O-])[O-].[Cs+].[Cs+].O. The product is [C:11]([CH2:10][C:3]1[CH:4]=[CH:5][CH:6]=[C:7]([O:8][CH3:9])[C:2]=1[O:1][CH2:18][CH:19]1[CH2:24][CH2:23][N:22]([C:25]([O:27][C:28]([CH3:29])([CH3:31])[CH3:30])=[O:26])[CH2:21][CH2:20]1)#[N:12]. (2) The reactants are Cl.Cl.[CH3:3][N:4]1[C:8]2[CH2:9][NH:10][CH2:11][C:7]=2[CH:6]=[N:5]1.[Cl:12][C:13]1[C:18]([CH3:19])=[C:17](Cl)[N:16]=[CH:15][N:14]=1.C(N(CC)CC)C. The catalyst is O1CCCC1.O. The product is [Cl:12][C:13]1[N:14]=[CH:15][N:16]=[C:17]([N:10]2[CH2:11][C:7]3[CH:6]=[N:5][N:4]([CH3:3])[C:8]=3[CH2:9]2)[C:18]=1[CH3:19]. The yield is 0.780. (3) The reactants are [CH3:1][O:2][N:3]1[C:11]2[C:6](=[CH:7][CH:8]=[CH:9][CH:10]=2)[CH2:5][C:4]1=[O:12].[CH3:13][O:14][C:15]1[CH:22]=[CH:21][C:20]([O:23][CH3:24])=[CH:19][C:16]=1[CH:17]=O. No catalyst specified. The product is [CH3:13][O:14][C:15]1[CH:22]=[CH:21][C:20]([O:23][CH3:24])=[CH:19][C:16]=1[CH:17]=[C:5]1[C:6]2[C:11](=[CH:10][CH:9]=[CH:8][CH:7]=2)[N:3]([O:2][CH3:1])[C:4]1=[O:12]. The yield is 0.630. (4) The reactants are F[C:2]1[CH:7]=[C:6]([C:8]2[CH:37]=[CH:36][C:11]3[N:12]([C:15]4[S:19][C:18]([C:20]([NH2:22])=[O:21])=[C:17]([O:23][C@@H:24]([C:26]5[CH:31]=[CH:30][CH:29]=[CH:28][C:27]=5[C:32]([F:35])([F:34])[F:33])[CH3:25])[CH:16]=4)[CH:13]=[N:14][C:10]=3[CH:9]=2)[CH:5]=[CH:4][N:3]=1.[CH3:38][N:39]1[CH2:44][CH2:43][NH:42][CH2:41][CH2:40]1.C(O)C. The catalyst is ClCCl. The product is [CH3:38][N:39]1[CH2:44][CH2:43][N:42]([C:2]2[CH:7]=[C:6]([C:8]3[CH:37]=[CH:36][C:11]4[N:12]([C:15]5[S:19][C:18]([C:20]([NH2:22])=[O:21])=[C:17]([O:23][C@@H:24]([C:26]6[CH:31]=[CH:30][CH:29]=[CH:28][C:27]=6[C:32]([F:33])([F:35])[F:34])[CH3:25])[CH:16]=5)[CH:13]=[N:14][C:10]=4[CH:9]=3)[CH:5]=[CH:4][N:3]=2)[CH2:41][CH2:40]1. The yield is 0.710. (5) The reactants are Br[C:2]1[CH:7]=[CH:6][C:5]([Cl:8])=[CH:4][N:3]=1.CN([CH:12]=[O:13])C. The catalyst is C1COCC1. The product is [Cl:8][C:5]1[CH:6]=[CH:7][C:2]([CH:12]=[O:13])=[N:3][CH:4]=1. The yield is 0.570.